This data is from Peptide-MHC class II binding affinity with 134,281 pairs from IEDB. The task is: Regression. Given a peptide amino acid sequence and an MHC pseudo amino acid sequence, predict their binding affinity value. This is MHC class II binding data. (1) The peptide sequence is TKIMSSKRILERESV. The MHC is DRB1_0802 with pseudo-sequence DRB1_0802. The binding affinity (normalized) is 0.429. (2) The binding affinity (normalized) is 0.0769. The MHC is DRB5_0101 with pseudo-sequence DRB5_0101. The peptide sequence is WPTVRERMRRAEPAA. (3) The peptide sequence is DKCPSTGEAHLAEEN. The MHC is DRB1_1101 with pseudo-sequence DRB1_1101. The binding affinity (normalized) is 0.